This data is from Reaction yield outcomes from USPTO patents with 853,638 reactions. The task is: Predict the reaction yield, written as a fraction of the theoretical maximum amount of product (1.0 means a 100% yield; for example, 0.34 means a 34% yield). The reactants are [Cl:1][C:2]1[CH:3]=[C:4]([CH:14]=[CH:15][CH:16]=1)[C:5]([O:7][N:8]=[C:9]([NH2:13])[CH:10]([OH:12])[CH3:11])=O.C([O-])(=O)C.[Na+]. The catalyst is C(O)C.O. The product is [Cl:1][C:2]1[CH:3]=[C:4]([C:5]2[O:7][N:8]=[C:9]([CH:10]([OH:12])[CH3:11])[N:13]=2)[CH:14]=[CH:15][CH:16]=1. The yield is 0.250.